The task is: Predict the product of the given reaction.. This data is from Forward reaction prediction with 1.9M reactions from USPTO patents (1976-2016). (1) Given the reactants Br[C:2]1[CH:7]=[CH:6][CH:5]=[C:4]([C:8]([F:11])([F:10])[F:9])[N:3]=1.[CH:12](=[O:15])[CH2:13][CH3:14].N1C=CC=CC=1C(O)CCC, predict the reaction product. The product is: [F:9][C:8]([F:11])([F:10])[C:4]1[N:3]=[C:2]([CH:12]([OH:15])[CH2:13][CH3:14])[CH:7]=[CH:6][CH:5]=1. (2) Given the reactants [CH3:1][C@@H:2]1[CH2:7][NH:6][CH2:5][CH2:4][N:3]1[C:8]1[N:9]=[N:10][C:11]([C:18]2[CH:23]=[CH:22][CH:21]=[CH:20][CH:19]=2)=[C:12]2[CH:17]=[CH:16][N:15]=[CH:14][C:13]=12.C1C=CC2N(O)N=NC=2C=1.CCN=C=NCCCN(C)C.C(N(CC)CC)C.[O:52]1[CH2:57][CH2:56][CH:55]([C:58](O)=[O:59])[CH2:54][CH2:53]1.C([O-])(O)=O.[Na+], predict the reaction product. The product is: [CH3:1][C@H:2]1[N:3]([C:8]2[C:13]3[CH:14]=[N:15][CH:16]=[CH:17][C:12]=3[C:11]([C:18]3[CH:19]=[CH:20][CH:21]=[CH:22][CH:23]=3)=[N:10][N:9]=2)[CH2:4][CH2:5][N:6]([C:58]([CH:55]2[CH2:56][CH2:57][O:52][CH2:53][CH2:54]2)=[O:59])[CH2:7]1.